This data is from Full USPTO retrosynthesis dataset with 1.9M reactions from patents (1976-2016). The task is: Predict the reactants needed to synthesize the given product. (1) Given the product [NH2:19][CH:16]1[CH2:17][CH2:18][C:13]([C:9]2[N:8]=[C:7]3[N:6]([CH3:27])[C:5](=[O:28])[N:4]([CH2:3][C:2]([CH3:1])([CH3:30])[CH3:29])[C:12]3=[CH:11][CH:10]=2)=[CH:14][CH2:15]1, predict the reactants needed to synthesize it. The reactants are: [CH3:1][C:2]([CH3:30])([CH3:29])[CH2:3][N:4]1[C:12]2[C:7](=[N:8][C:9]([C:13]3[CH2:18][CH2:17][CH:16]([NH:19]C(=O)OC(C)(C)C)[CH2:15][CH:14]=3)=[CH:10][CH:11]=2)[N:6]([CH3:27])[C:5]1=[O:28].C(Cl)Cl.Cl.CCOC(C)=O. (2) Given the product [CH3:1][O:2][C:3](=[O:13])[C@@H:4]([N:12]1[CH2:29][C:28]([O:31][C:32]2[CH:37]=[CH:36][CH:35]=[CH:34][C:33]=2[S:38][CH3:39])=[CH:27][C:26]1=[O:25])[CH2:5][CH:6]1[CH2:11][CH2:10][CH2:9][CH2:8][CH2:7]1, predict the reactants needed to synthesize it. The reactants are: [CH3:1][O:2][C:3](=[O:13])[C@@H:4]([NH2:12])[CH2:5][CH:6]1[CH2:11][CH2:10][CH2:9][CH2:8][CH2:7]1.C(N(CC)C(C)C)(C)C.C([O:25][C:26](=O)/[CH:27]=[C:28](/[O:31][C:32]1[CH:37]=[CH:36][CH:35]=[CH:34][C:33]=1[S:38][CH3:39])\[CH2:29]Br)C. (3) Given the product [Br:1][C:2]1[CH:3]=[CH:4][C:5]([NH:12][S:13]([C:16]2[CH:17]=[CH:18][C:19]([O:22][C:23]([F:26])([F:24])[F:25])=[CH:20][CH:21]=2)(=[O:15])=[O:14])=[C:6]([CH:11]=1)[C:7]([OH:9])=[O:8], predict the reactants needed to synthesize it. The reactants are: [Br:1][C:2]1[CH:3]=[CH:4][C:5]([NH:12][S:13]([C:16]2[CH:21]=[CH:20][C:19]([O:22][C:23]([F:26])([F:25])[F:24])=[CH:18][CH:17]=2)(=[O:15])=[O:14])=[C:6]([CH:11]=1)[C:7]([O:9]C)=[O:8].[OH-].[Na+].